From a dataset of Full USPTO retrosynthesis dataset with 1.9M reactions from patents (1976-2016). Predict the reactants needed to synthesize the given product. (1) Given the product [C:52]1([Si:39]([C:40]2[CH:41]=[CH:42][CH:43]=[CH:44][CH:45]=2)([C:46]2[CH:47]=[CH:48][CH:49]=[CH:50][CH:51]=2)[C:34]2[CH:33]=[CH:32][C:31]3[NH:30][C:29]4[C:37]([C:36]=3[CH:35]=2)=[CH:38][C:26]([Si:25]([C:19]2[CH:20]=[CH:21][CH:22]=[CH:23][CH:24]=2)([C:77]2[CH:82]=[CH:81][CH:80]=[CH:79][CH:78]=2)[C:83]2[CH:88]=[CH:87][CH:86]=[CH:85][CH:84]=2)=[CH:27][CH:28]=4)[CH:57]=[CH:56][CH:55]=[CH:54][CH:53]=1, predict the reactants needed to synthesize it. The reactants are: CCCC[N+](CCCC)(CCCC)CCCC.[F-].[C:19]1([Si:25]([C:83]2[CH:88]=[CH:87][CH:86]=[CH:85][CH:84]=2)([C:77]2[CH:82]=[CH:81][CH:80]=[CH:79][CH:78]=2)[C:26]2[CH:27]=[CH:28][C:29]3[N:30]([Si](C4C=CC=CC=4)(C4C=CC=CC=4)C4C=CC=CC=4)[C:31]4[C:36]([C:37]=3[CH:38]=2)=[CH:35][C:34]([Si:39]([C:52]2[CH:57]=[CH:56][CH:55]=[CH:54][CH:53]=2)([C:46]2[CH:51]=[CH:50][CH:49]=[CH:48][CH:47]=2)[C:40]2[CH:45]=[CH:44][CH:43]=[CH:42][CH:41]=2)=[CH:33][CH:32]=4)[CH:24]=[CH:23][CH:22]=[CH:21][CH:20]=1. (2) Given the product [ClH:41].[NH2:1][C:2]1[C:3]([C:16]2[CH:36]=[CH:35][C:19]([C:20]([NH:22][C@@H:23]([C:27]3[CH:32]=[C:31]([F:33])[CH:30]=[C:29]([Br:34])[CH:28]=3)[CH2:24][NH:25][CH3:26])=[O:21])=[C:18]([F:37])[CH:17]=2)=[N:4][C:5]([C@H:8]2[CH2:13][CH2:12][C@H:11]([OH:14])[C@@H:10]([F:15])[CH2:9]2)=[CH:6][N:7]=1, predict the reactants needed to synthesize it. The reactants are: [NH2:1][C:2]1[C:3]([C:16]2[CH:36]=[CH:35][C:19]([C:20]([NH:22][C@@H:23]([C:27]3[CH:32]=[C:31]([F:33])[CH:30]=[C:29]([Br:34])[CH:28]=3)[CH2:24][NH:25][CH3:26])=[O:21])=[C:18]([F:37])[CH:17]=2)=[N:4][C:5]([C@H:8]2[CH2:13][CH2:12][C@H:11]([OH:14])[C@@H:10]([F:15])[CH2:9]2)=[CH:6][N:7]=1.C(O)C.[ClH:41].